Dataset: Full USPTO retrosynthesis dataset with 1.9M reactions from patents (1976-2016). Task: Predict the reactants needed to synthesize the given product. (1) Given the product [CH3:1][S:2]1(=[O:14])[C:7]2[CH:8]=[C:9]([NH:12][S:22]([CH3:21])(=[O:24])=[O:23])[CH:10]=[CH:11][C:6]=2[N:5]=[C:4]([CH3:13])[N:3]=1, predict the reactants needed to synthesize it. The reactants are: [CH3:1][S:2]1(=[O:14])[C:7]2[CH:8]=[C:9]([NH2:12])[CH:10]=[CH:11][C:6]=2[N:5]=[C:4]([CH3:13])[N:3]=1.N1C=CC=CC=1.[CH3:21][S:22](Cl)(=[O:24])=[O:23]. (2) Given the product [Cl:34][C:35]1[C:36]2[C:43]([I:44])=[CH:42][N:41]([CH:46]3[CH2:51][CH2:50][N:49]([C:52]([O:54][C:55]([CH3:58])([CH3:57])[CH3:56])=[O:53])[CH2:48][CH2:47]3)[C:37]=2[N:38]=[CH:39][N:40]=1, predict the reactants needed to synthesize it. The reactants are: N(C(OC(C)C)=O)=NC(OC(C)C)=O.C1(P(C2C=CC=CC=2)C2C=CC=CC=2)C=CC=CC=1.[Cl:34][C:35]1[C:36]2[C:43]([I:44])=[CH:42][NH:41][C:37]=2[N:38]=[CH:39][N:40]=1.O[CH:46]1[CH2:51][CH2:50][N:49]([C:52]([O:54][C:55]([CH3:58])([CH3:57])[CH3:56])=[O:53])[CH2:48][CH2:47]1. (3) Given the product [CH3:14][O:13][C:9]1[CH:10]=[CH:11][C:12]2[N:4]3[CH2:3][CH2:2][C:15]4([S:20][CH2:19][CH2:18][CH2:17][S:16]4)[C:5]3=[CH:6][C:7]=2[CH:8]=1, predict the reactants needed to synthesize it. The reactants are: Cl[CH2:2][CH2:3][N:4]1[C:12]2[C:7](=[CH:8][C:9]([O:13][CH3:14])=[CH:10][CH:11]=2)[CH:6]=[C:5]1[CH:15]1[S:20][CH2:19][CH2:18][CH2:17][S:16]1.[I-].[K+].[Li]CCCC.[Cl-].[Na+]. (4) Given the product [CH3:1][O:2][C:3](=[O:29])[CH2:4][O:5][C:6]1[CH:11]=[CH:10][C:9]([S:12]([NH:13][C:14]2[CH:15]=[CH:16][C:17]([N:20]3[CH2:25][CH2:24][CH:23]([NH:45][CH2:44][C@H:31]([OH:30])[CH2:32][O:33][C:34]4[C:42]5[NH:41][C:40](=[O:43])[NH:39][C:38]=5[CH:37]=[CH:36][CH:35]=4)[CH2:22][CH2:21]3)=[CH:18][CH:19]=2)(=[O:28])=[O:27])=[CH:8][CH:7]=1, predict the reactants needed to synthesize it. The reactants are: [CH3:1][O:2][C:3](=[O:29])[CH2:4][O:5][C:6]1[CH:11]=[CH:10][C:9]([S:12](=[O:28])(=[O:27])[NH:13][C:14]2[CH:19]=[CH:18][C:17]([N:20]3[CH2:25][CH2:24][C:23](=O)[CH2:22][CH2:21]3)=[CH:16][CH:15]=2)=[CH:8][CH:7]=1.[OH:30][C@@H:31]([CH2:44][NH2:45])[CH2:32][O:33][C:34]1[C:42]2[NH:41][C:40](=[O:43])[NH:39][C:38]=2[CH:37]=[CH:36][CH:35]=1. (5) Given the product [CH3:30][O:31][C:32]1[N:37]=[CH:36][C:35]([C:2]2[CH:3]=[C:4]3[C:9](=[CH:10][CH:11]=2)[N:8]=[CH:7][N:6]=[C:5]3[C:12]2[CH:13]=[CH:14][C:15]([CH3:29])=[C:16]([CH:28]=2)[C:17]([N:19]2[CH2:24][CH2:23][N:22]([C:25](=[O:27])[CH3:26])[CH2:21][CH2:20]2)=[O:18])=[CH:34][CH:33]=1, predict the reactants needed to synthesize it. The reactants are: Br[C:2]1[CH:3]=[C:4]2[C:9](=[CH:10][CH:11]=1)[N:8]=[CH:7][N:6]=[C:5]2[C:12]1[CH:13]=[CH:14][C:15]([CH3:29])=[C:16]([CH:28]=1)[C:17]([N:19]1[CH2:24][CH2:23][N:22]([C:25](=[O:27])[CH3:26])[CH2:21][CH2:20]1)=[O:18].[CH3:30][O:31][C:32]1[N:37]=[CH:36][C:35](B(O)O)=[CH:34][CH:33]=1.[O-]P([O-])([O-])=O.[K+].[K+].[K+]. (6) Given the product [ClH:36].[Br:1][C:2]1[CH:3]=[CH:4][C:5]([CH:8]2[CH:13]([CH2:14][O:15][CH3:16])[CH2:12][N:11]([O:38][CH3:37])[CH2:10][CH:9]2[C:26]2[CH:35]=[CH:34][C:33]3[C:28](=[CH:29][CH:30]=[CH:31][CH:32]=3)[CH:27]=2)=[CH:6][CH:7]=1, predict the reactants needed to synthesize it. The reactants are: [Br:1][C:2]1[CH:7]=[CH:6][C:5]([CH:8]2[CH:13]([CH2:14][O:15][CH3:16])[CH2:12][N:11](C(OC(C)(C)C)=O)[CH:10](OC)[CH:9]2[C:26]2[CH:35]=[CH:34][C:33]3[C:28](=[CH:29][CH:30]=[CH:31][CH:32]=3)[CH:27]=2)=[CH:4][CH:3]=1.[ClH:36].[CH3:37][OH:38]. (7) Given the product [Cl:1][C:2]1[C:3]([F:44])=[C:4]([CH:41]=[CH:42][CH:43]=1)[CH2:5][NH:6][C:7]([C@@H:9]1[CH2:13][C@@H:12]([F:14])[CH2:11][N:10]1[C:15](=[O:40])[CH2:16][N:17]1[C:25]2[C:20](=[CH:21][CH:22]=[C:23]([P:26](=[O:27])([OH:30])[OH:33])[CH:24]=2)[C:19]([C:34](=[O:39])[C:35]([F:36])([F:38])[F:37])=[CH:18]1)=[O:8], predict the reactants needed to synthesize it. The reactants are: [Cl:1][C:2]1[C:3]([F:44])=[C:4]([CH:41]=[CH:42][CH:43]=1)[CH2:5][NH:6][C:7]([C@@H:9]1[CH2:13][C@@H:12]([F:14])[CH2:11][N:10]1[C:15](=[O:40])[CH2:16][N:17]1[C:25]2[C:20](=[CH:21][CH:22]=[C:23]([P:26](=[O:33])([O:30]CC)[O:27]CC)[CH:24]=2)[C:19]([C:34](=[O:39])[C:35]([F:38])([F:37])[F:36])=[CH:18]1)=[O:8].C[Si](Br)(C)C. (8) The reactants are: [CH:1]1([N:5]2[CH2:11][CH2:10][C:9]3[CH:12]=[CH:13][C:14]([CH:16]4[CH2:21][CH2:20][NH:19][CH2:18][CH2:17]4)=[CH:15][C:8]=3[CH2:7][CH2:6]2)[CH2:4][CH2:3][CH2:2]1.Br[C:23]1[CH:24]=[C:25]([CH:28]=[CH:29][CH:30]=1)[C:26]#[N:27].C(=O)([O-])[O-].[Cs+].[Cs+].CC1(C)C2C=CC=C(P(C3C=CC=CC=3)C3C=CC=CC=3)C=2OC2C1=CC=CC=2P(C1C=CC=CC=1)C1C=CC=CC=1. Given the product [CH:1]1([N:5]2[CH2:11][CH2:10][C:9]3[CH:12]=[CH:13][C:14]([CH:16]4[CH2:21][CH2:20][N:19]([C:23]5[CH:24]=[C:25]([CH:28]=[CH:29][CH:30]=5)[C:26]#[N:27])[CH2:18][CH2:17]4)=[CH:15][C:8]=3[CH2:7][CH2:6]2)[CH2:4][CH2:3][CH2:2]1, predict the reactants needed to synthesize it. (9) Given the product [NH2:38][CH2:39][C:40]([NH:1][C:2]1[CH:3]=[C:4]([C:20]2[N:21]=[C:22]([C:25]3[CH:30]=[CH:29][N:28]=[CH:27][CH:26]=3)[S:23][CH:24]=2)[C:5](=[O:19])[NH:6][C:7]=1[CH2:8][CH3:9])=[O:41], predict the reactants needed to synthesize it. The reactants are: [NH2:1][C:2]1[CH:3]=[C:4]([C:20]2[N:21]=[C:22]([C:25]3[CH:30]=[CH:29][N:28]=[CH:27][CH:26]=3)[S:23][CH:24]=2)[C:5](=[O:19])[N:6](CC2C=CC(OC)=CC=2)[C:7]=1[CH2:8][CH3:9].C(OC([NH:38][CH2:39][C:40](O)=[O:41])=O)(C)(C)C.COC1C=C(S)C=CC=1.C(O)(C(F)(F)F)=O.